This data is from Reaction yield outcomes from USPTO patents with 853,638 reactions. The task is: Predict the reaction yield, written as a fraction of the theoretical maximum amount of product (1.0 means a 100% yield; for example, 0.34 means a 34% yield). (1) The yield is 0.350. The catalyst is ClCCl. The reactants are [CH3:1][C:2]1[C:3]([C:11]2[S:12][CH:13]=[CH:14][CH:15]=2)=[N:4][O:5][C:6]=1[C:7]([F:10])([F:9])[F:8].[CH:16]1([C:22](Cl)=[O:23])[CH2:21][CH2:20][CH2:19][CH2:18][CH2:17]1. The product is [CH:16]1([C:22]([C:13]2[S:12][C:11]([C:3]3[C:2]([CH3:1])=[C:6]([C:7]([F:8])([F:10])[F:9])[O:5][N:4]=3)=[CH:15][CH:14]=2)=[O:23])[CH2:21][CH2:20][CH2:19][CH2:18][CH2:17]1. (2) The reactants are [NH:1]1[C:10]2[CH2:9][CH2:8][CH2:7][N:6]([C:11]([O:13][C:14]([CH3:17])([CH3:16])[CH3:15])=[O:12])[CH2:5][C:4]=2[C:3]([C:18]([O:20]CC)=O)=[N:2]1.Cl.Cl.[F:25][C:26]([F:40])([F:39])[C:27]1[CH:32]=[CH:31][CH:30]=[CH:29][C:28]=1[CH:33]1[CH2:38][CH2:37][NH:36][CH2:35][CH2:34]1.F[P-](F)(F)(F)(F)F.N1(O[P+](N(C)C)(N(C)C)N(C)C)C2C=CC=CC=2N=N1.CCN(C(C)C)C(C)C. The catalyst is C1COCC1.CO.O.CN(C=O)C. The product is [F:40][C:26]([F:25])([F:39])[C:27]1[CH:32]=[CH:31][CH:30]=[CH:29][C:28]=1[CH:33]1[CH2:34][CH2:35][N:36]([C:18]([C:3]2[C:4]3[CH2:5][N:6]([C:11]([O:13][C:14]([CH3:15])([CH3:16])[CH3:17])=[O:12])[CH2:7][CH2:8][CH2:9][C:10]=3[NH:1][N:2]=2)=[O:20])[CH2:37][CH2:38]1. The yield is 0.340. (3) The catalyst is C1COCC1.CC(=O)OCC. The yield is 0.400. The reactants are [CH:1]([C:4]1[C:9](=[O:10])[NH:8][C:7](=[O:11])[NH:6][C:5]=1[O:12][C:13]1[CH:14]=[C:15]([CH:18]=[C:19]([CH3:21])[CH:20]=1)[CH:16]=O)([CH3:3])[CH3:2].[C:22]([CH2:24]P(=O)(OCC)OCC)#[N:23].CC(C)([O-])C.[K+]. The product is [CH:1]([C:4]1[C:9](=[O:10])[NH:8][C:7](=[O:11])[NH:6][C:5]=1[O:12][C:13]1[CH:14]=[C:15]([CH:16]=[CH:24][C:22]#[N:23])[CH:18]=[C:19]([CH3:21])[CH:20]=1)([CH3:3])[CH3:2]. (4) The reactants are [C:1]([O:5][C:6]([NH:8][C@@H:9]([CH2:13][OH:14])[C:10]([OH:12])=[O:11])=[O:7])([CH3:4])([CH3:3])[CH3:2].[H-].[Na+].F[C:18]1[CH:23]=[CH:22][C:21]([F:24])=[CH:20][C:19]=1[N+:25]([O-:27])=[O:26].Cl. The catalyst is CN(C)C=O. The product is [C:1]([O:5][C:6]([NH:8][C@@H:9]([CH2:13][O:14][C:18]1[CH:23]=[CH:22][C:21]([F:24])=[CH:20][C:19]=1[N+:25]([O-:27])=[O:26])[C:10]([OH:12])=[O:11])=[O:7])([CH3:4])([CH3:3])[CH3:2]. The yield is 0.520. (5) The reactants are C([O:3][C:4](=[O:38])[C:5]([C:8]1[CH:13]=[CH:12][C:11]([NH:14][C:15]([NH:17][C:18]2[CH:23]=[CH:22][CH:21]=[CH:20][C:19]=2[O:24][C:25]2[N:26]([C:31]3[CH:36]=[CH:35][CH:34]=[CH:33][C:32]=3[Cl:37])[N:27]=[C:28]([CH3:30])[CH:29]=2)=[O:16])=[CH:10][CH:9]=1)([CH3:7])[CH3:6])C.[Li+].[OH-]. The catalyst is CO.C1COCC1. The product is [Cl:37][C:32]1[CH:33]=[CH:34][CH:35]=[CH:36][C:31]=1[N:26]1[C:25]([O:24][C:19]2[CH:20]=[CH:21][CH:22]=[CH:23][C:18]=2[NH:17][C:15](=[O:16])[NH:14][C:11]2[CH:10]=[CH:9][C:8]([C:5]([CH3:6])([CH3:7])[C:4]([OH:38])=[O:3])=[CH:13][CH:12]=2)=[CH:29][C:28]([CH3:30])=[N:27]1. The yield is 0.400. (6) The reactants are [Br:1]Br.[OH:3][C:4]1[CH:5]=[C:6]2[C:11](=[CH:12][CH:13]=1)[CH:10]=[C:9]([CH2:14][NH:15][C:16]([C:18]1[C:22]3[CH:23]=[CH:24][CH:25]=[CH:26][C:21]=3[O:20][C:19]=1[CH2:27][CH2:28][CH2:29][CH3:30])=[O:17])[CH:8]=[CH:7]2. The catalyst is CC(O)=O. The product is [Br:1][C:5]1[C:4]([OH:3])=[CH:13][CH:12]=[C:11]2[C:6]=1[CH:7]=[CH:8][C:9]([CH2:14][NH:15][C:16]([C:18]1[C:22]3[CH:23]=[CH:24][CH:25]=[CH:26][C:21]=3[O:20][C:19]=1[CH2:27][CH2:28][CH2:29][CH3:30])=[O:17])=[CH:10]2. The yield is 0.810. (7) The reactants are [C:1]([OH:11])(=[O:10])[C@H:2]([C:4]1[CH:9]=[CH:8][CH:7]=[CH:6][CH:5]=1)[OH:3].C([O-])([O-])=O.[K+].[K+].CCCCCCCCCCCC.I[C:31]1[CH:32]=[C:33]([CH3:38])[CH:34]=[C:35]([CH3:37])[CH:36]=1.Cl. The catalyst is [Cu]I.CN(C)C(=O)C. The product is [CH3:38][C:33]1[CH:32]=[C:31]([O:10][C:1](=[O:11])[C@H:2]([C:4]2[CH:9]=[CH:8][CH:7]=[CH:6][CH:5]=2)[OH:3])[CH:36]=[C:35]([CH3:37])[CH:34]=1. The yield is 0.340.